From a dataset of Forward reaction prediction with 1.9M reactions from USPTO patents (1976-2016). Predict the product of the given reaction. (1) Given the reactants NN.[C:3]([O:7][C:8](=[O:44])[NH:9][C@H:10]([CH2:32][N:33]1C(=O)C2C(=CC=CC=2)C1=O)[CH2:11][C:12]([CH3:31])([CH3:30])[CH2:13][CH2:14][C:15]1[CH:20]=[CH:19][C:18]([O:21][CH2:22][C@@H:23]2[CH2:27][O:26][C:25]([CH3:29])([CH3:28])[O:24]2)=[CH:17][CH:16]=1)([CH3:6])([CH3:5])[CH3:4].C(OCC)C, predict the reaction product. The product is: [C:3]([O:7][C:8](=[O:44])[NH:9][C@H:10]([CH2:32][NH2:33])[CH2:11][C:12]([CH3:31])([CH3:30])[CH2:13][CH2:14][C:15]1[CH:20]=[CH:19][C:18]([O:21][CH2:22][C@@H:23]2[CH2:27][O:26][C:25]([CH3:29])([CH3:28])[O:24]2)=[CH:17][CH:16]=1)([CH3:6])([CH3:4])[CH3:5]. (2) Given the reactants [C:1]([C:5]1[CH:24]=[CH:23][C:8]([CH2:9][C:10]2[C:11]3[N:12]([CH:20]=[N:21][CH:22]=3)[CH2:13][CH2:14][CH2:15][C:16]=2[C:17](O)=[O:18])=[CH:7][CH:6]=1)([CH3:4])([CH3:3])[CH3:2].[Cl:25][C:26]1[CH:32]=[CH:31][C:29]([NH2:30])=[CH:28][CH:27]=1, predict the reaction product. The product is: [C:1]([C:5]1[CH:24]=[CH:23][C:8]([CH2:9][C:10]2[C:11]3[N:12]([CH:20]=[N:21][CH:22]=3)[CH2:13][CH2:14][CH2:15][C:16]=2[C:17]([NH:30][C:29]2[CH:31]=[CH:32][C:26]([Cl:25])=[CH:27][CH:28]=2)=[O:18])=[CH:7][CH:6]=1)([CH3:3])([CH3:4])[CH3:2]. (3) Given the reactants [Cl:1][C:2]1[CH:3]=[C:4]2[C:13](=[CH:14][CH:15]=1)[C:12](Cl)=[C:11]1[C:6]([CH2:7][CH2:8][CH2:9][CH2:10]1)=[N:5]2.[CH2:17]([N:19]1[CH2:24][CH2:23][CH:22]([NH2:25])[CH2:21][CH2:20]1)[CH3:18], predict the reaction product. The product is: [Cl:1][C:2]1[CH:3]=[C:4]2[C:13](=[CH:14][CH:15]=1)[C:12]([NH:25][CH:22]1[CH2:23][CH2:24][N:19]([CH2:17][CH3:18])[CH2:20][CH2:21]1)=[C:11]1[C:6]([CH2:7][CH2:8][CH2:9][CH2:10]1)=[N:5]2. (4) Given the reactants [CH:1]1([C:14]([OH:16])=[O:15])[C:13]2[NH:12][C:11]3[C:6](=[CH:7][CH:8]=[CH:9][CH:10]=3)[C:5]=2[CH2:4][CH2:3][NH:2]1.Cl.[CH3:18]O, predict the reaction product. The product is: [CH3:18][O:15][C:14]([CH:1]1[C:13]2[NH:12][C:11]3[C:6](=[CH:7][CH:8]=[CH:9][CH:10]=3)[C:5]=2[CH2:4][CH2:3][NH:2]1)=[O:16]. (5) Given the reactants [NH2:1][C@@H:2]1[CH2:6][CH2:5][N:4]([C:7]([O:9][C:10]([CH3:13])([CH3:12])[CH3:11])=[O:8])[CH2:3]1.C(N(CC)CC)C.Cl[S:22]([C:25]1[CH:26]=[C:27]([CH:32]=[CH:33][C:34]=1[O:35][CH3:36])[C:28]([O:30][CH3:31])=[O:29])(=[O:24])=[O:23], predict the reaction product. The product is: [CH3:36][O:35][C:34]1[CH:33]=[CH:32][C:27]([C:28]([O:30][CH3:31])=[O:29])=[CH:26][C:25]=1[S:22]([NH:1][C@@H:2]1[CH2:6][CH2:5][N:4]([C:7]([O:9][C:10]([CH3:13])([CH3:12])[CH3:11])=[O:8])[CH2:3]1)(=[O:23])=[O:24].